This data is from Peptide-MHC class I binding affinity with 185,985 pairs from IEDB/IMGT. The task is: Regression. Given a peptide amino acid sequence and an MHC pseudo amino acid sequence, predict their binding affinity value. This is MHC class I binding data. (1) The peptide sequence is VSAKQLRTR. The MHC is HLA-A33:01 with pseudo-sequence HLA-A33:01. The binding affinity (normalized) is 0.122. (2) The peptide sequence is QCGDPSSFEY. The MHC is HLA-A23:01 with pseudo-sequence HLA-A23:01. The binding affinity (normalized) is 0. (3) The peptide sequence is FMRERQLPQ. The MHC is HLA-B40:01 with pseudo-sequence HLA-B40:01. The binding affinity (normalized) is 0.213. (4) The peptide sequence is DRLASTVIY. The MHC is HLA-A03:01 with pseudo-sequence HLA-A03:01. The binding affinity (normalized) is 0. (5) The peptide sequence is SYINRTGTF. The MHC is HLA-A26:03 with pseudo-sequence HLA-A26:03. The binding affinity (normalized) is 0.0847. (6) The peptide sequence is KYTHFFSGF. The MHC is HLA-B58:01 with pseudo-sequence HLA-B58:01. The binding affinity (normalized) is 0.0847. (7) The peptide sequence is IGPLWARL. The MHC is H-2-Db with pseudo-sequence H-2-Db. The binding affinity (normalized) is 0.